Dataset: Retrosynthesis with 50K atom-mapped reactions and 10 reaction types from USPTO. Task: Predict the reactants needed to synthesize the given product. (1) Given the product CC(=O)Nc1ccc(NC2CCC2)c(N)c1, predict the reactants needed to synthesize it. The reactants are: CC(=O)Nc1ccc(NC2CCC2)c([N+](=O)[O-])c1. (2) Given the product CNC(=O)Nc1ccc(C(=O)Nc2cccnc2C(=O)NCC2CCOCC2)c2ccccc12, predict the reactants needed to synthesize it. The reactants are: CN=C=O.Nc1ccc(C(=O)Nc2cccnc2C(=O)NCC2CCOCC2)c2ccccc12. (3) Given the product COc1cccc(CO)c1, predict the reactants needed to synthesize it. The reactants are: COc1cccc(C(=O)O)c1. (4) Given the product Cc1ccc(C(OC2CN(C(=O)NC34CC5CC(CC(C5)C3)C4)C2)c2ccccc2C(F)(F)F)cc1, predict the reactants needed to synthesize it. The reactants are: Cc1ccc(C(OC2CNC2)c2ccccc2C(F)(F)F)cc1.O=C=NC12CC3CC(CC(C3)C1)C2. (5) Given the product CC(C)OCCNC(=O)c1c(O)c2ncc(Cc3ccc(F)cc3)cc2n(CCN2CCCCC2=O)c1=O, predict the reactants needed to synthesize it. The reactants are: CC(C)OCCN.CCOC(=O)c1c(O)c2ncc(Cc3ccc(F)cc3)cc2n(CCN2CCCCC2=O)c1=O. (6) Given the product Cc1ccc(NC(=O)c2cc(N3CCN(C)CC3)cc(S(F)(F)(F)(F)F)c2)cc1-n1ccn2nc(-c3cccnc3)cc12, predict the reactants needed to synthesize it. The reactants are: CN1CCN(c2cc(C(=O)O)cc(S(F)(F)(F)(F)F)c2)CC1.Cc1ccc(N)cc1-n1ccn2nc(-c3cccnc3)cc12.